This data is from Reaction yield outcomes from USPTO patents with 853,638 reactions. The task is: Predict the reaction yield, written as a fraction of the theoretical maximum amount of product (1.0 means a 100% yield; for example, 0.34 means a 34% yield). (1) The reactants are Cl.CN(C)CCCN=C=NCC.[CH2:13]([O:15][C:16]([O:18][C:19]1[CH:24]=[CH:23][C:22](/[CH:25]=[CH:26]/[C:27]([OH:29])=[O:28])=[CH:21][CH:20]=1)=[O:17])[CH3:14].[Cl:30][CH:31](O)[CH2:32][CH2:33][CH2:34][CH2:35][CH3:36]. The catalyst is CN(C)C1C=CN=CC=1.ClCCl. The product is [CH2:13]([O:15][C:16]([O:18][C:19]1[CH:24]=[CH:23][C:22](/[CH:25]=[CH:26]/[C:27]([O:29][CH2:36][CH2:35][CH2:34][CH2:33][CH2:32][CH2:31][Cl:30])=[O:28])=[CH:21][CH:20]=1)=[O:17])[CH3:14]. The yield is 0.720. (2) The reactants are [C:1]([O:5][C:6](=[O:19])[N:7]([CH2:9][C:10]1[CH:15]=[CH:14][C:13]([Cl:16])=[C:12]([CH:17]=O)[CH:11]=1)[CH3:8])([CH3:4])([CH3:3])[CH3:2].[CH:20]1([NH2:23])[CH2:22][CH2:21]1.[BH4-].[Na+]. The catalyst is CO. The product is [C:1]([O:5][C:6](=[O:19])[N:7]([CH2:9][C:10]1[CH:15]=[CH:14][C:13]([Cl:16])=[C:12]([CH2:17][NH:23][CH:20]2[CH2:22][CH2:21]2)[CH:11]=1)[CH3:8])([CH3:4])([CH3:3])[CH3:2]. The yield is 0.750.